From a dataset of NCI-60 drug combinations with 297,098 pairs across 59 cell lines. Regression. Given two drug SMILES strings and cell line genomic features, predict the synergy score measuring deviation from expected non-interaction effect. (1) Drug 1: C1CNP(=O)(OC1)N(CCCl)CCCl. Drug 2: N.N.Cl[Pt+2]Cl. Cell line: MOLT-4. Synergy scores: CSS=51.6, Synergy_ZIP=0.804, Synergy_Bliss=0.167, Synergy_Loewe=-36.1, Synergy_HSA=-0.688. (2) Drug 1: CC1=CC=C(C=C1)C2=CC(=NN2C3=CC=C(C=C3)S(=O)(=O)N)C(F)(F)F. Drug 2: C1CC(=O)NC(=O)C1N2C(=O)C3=CC=CC=C3C2=O. Cell line: NCI-H226. Synergy scores: CSS=-2.70, Synergy_ZIP=7.67, Synergy_Bliss=0.539, Synergy_Loewe=-0.150, Synergy_HSA=-2.14. (3) Drug 1: CN(C)C1=NC(=NC(=N1)N(C)C)N(C)C. Drug 2: C1CC(C1)(C(=O)O)C(=O)O.[NH2-].[NH2-].[Pt+2]. Cell line: UACC-257. Synergy scores: CSS=4.57, Synergy_ZIP=-2.03, Synergy_Bliss=-5.58, Synergy_Loewe=-15.1, Synergy_HSA=-10.3. (4) Drug 1: CCC(=C(C1=CC=CC=C1)C2=CC=C(C=C2)OCCN(C)C)C3=CC=CC=C3.C(C(=O)O)C(CC(=O)O)(C(=O)O)O. Drug 2: C1=NNC2=C1C(=O)NC=N2. Cell line: UO-31. Synergy scores: CSS=6.66, Synergy_ZIP=4.35, Synergy_Bliss=2.81, Synergy_Loewe=-0.121, Synergy_HSA=0.650. (5) Drug 1: CC(C1=C(C=CC(=C1Cl)F)Cl)OC2=C(N=CC(=C2)C3=CN(N=C3)C4CCNCC4)N. Drug 2: COC1=C(C=C2C(=C1)N=CN=C2NC3=CC(=C(C=C3)F)Cl)OCCCN4CCOCC4. Cell line: MDA-MB-435. Synergy scores: CSS=39.9, Synergy_ZIP=8.38, Synergy_Bliss=16.4, Synergy_Loewe=12.0, Synergy_HSA=14.9. (6) Drug 1: C1=C(C(=O)NC(=O)N1)N(CCCl)CCCl. Drug 2: C1CC(C1)(C(=O)O)C(=O)O.[NH2-].[NH2-].[Pt+2]. Cell line: SK-OV-3. Synergy scores: CSS=30.2, Synergy_ZIP=-9.93, Synergy_Bliss=-6.01, Synergy_Loewe=-3.57, Synergy_HSA=-3.85. (7) Drug 1: C1CN1P(=S)(N2CC2)N3CC3. Drug 2: C(=O)(N)NO. Cell line: CCRF-CEM. Synergy scores: CSS=21.0, Synergy_ZIP=0.325, Synergy_Bliss=-2.18, Synergy_Loewe=-14.3, Synergy_HSA=-6.80.